Dataset: Forward reaction prediction with 1.9M reactions from USPTO patents (1976-2016). Task: Predict the product of the given reaction. (1) The product is: [CH3:1][Si:2]([CH3:7])([CH3:6])[CH2:3][CH2:4][O:5][C:14](=[O:18])[C:15]([CH3:17])=[CH2:16]. Given the reactants [CH3:1][Si:2]([CH3:7])([CH3:6])[CH2:3][CH2:4][OH:5].N1C=CC=CC=1.[C:14](Cl)(=[O:18])[C:15]([CH3:17])=[CH2:16], predict the reaction product. (2) Given the reactants [CH3:1][C:2]1[C:3]([C:22]2[CH:27]=[CH:26][CH:25]=[CH:24][CH:23]=2)=[C:4]([O:14][C:15]2[CH:20]=[CH:19][C:18]([OH:21])=[CH:17][CH:16]=2)[C:5]2[C:10]([CH:11]=1)=[CH:9][C:8]([O:12][CH3:13])=[CH:7][CH:6]=2.C([O-])([O-])=O.[Cs+].[Cs+].Br[CH2:35][CH2:36][CH2:37][C:38]([O:40][CH2:41][CH3:42])=[O:39], predict the reaction product. The product is: [CH3:1][C:2]1[C:3]([C:22]2[CH:27]=[CH:26][CH:25]=[CH:24][CH:23]=2)=[C:4]([O:14][C:15]2[CH:20]=[CH:19][C:18]([O:21][CH2:35][CH2:36][CH2:37][C:38]([O:40][CH2:41][CH3:42])=[O:39])=[CH:17][CH:16]=2)[C:5]2[C:10]([CH:11]=1)=[CH:9][C:8]([O:12][CH3:13])=[CH:7][CH:6]=2.